The task is: Predict which catalyst facilitates the given reaction.. This data is from Catalyst prediction with 721,799 reactions and 888 catalyst types from USPTO. Reactant: [CH2:1]([O:8][C:9]1[C:10]([CH2:17][CH2:18][CH2:19][CH2:20][CH2:21][CH2:22][CH2:23][CH2:24][CH2:25][CH2:26][CH2:27][CH2:28][CH2:29][CH2:30][CH2:31][CH3:32])=[N:11][C:12](N)=[N:13][C:14]=1[CH3:15])[C:2]1[CH:7]=[CH:6][CH:5]=[CH:4][CH:3]=1.[CH2:33]=O.[BH3-][C:36]#[N:37].[Na+]. Product: [CH2:1]([O:8][C:9]1[C:10]([CH2:17][CH2:18][CH2:19][CH2:20][CH2:21][CH2:22][CH2:23][CH2:24][CH2:25][CH2:26][CH2:27][CH2:28][CH2:29][CH2:30][CH2:31][CH3:32])=[N:11][C:12]([N:37]([CH3:36])[CH3:33])=[N:13][C:14]=1[CH3:15])[C:2]1[CH:7]=[CH:6][CH:5]=[CH:4][CH:3]=1. The catalyst class is: 5.